From a dataset of Reaction yield outcomes from USPTO patents with 853,638 reactions. Predict the reaction yield, written as a fraction of the theoretical maximum amount of product (1.0 means a 100% yield; for example, 0.34 means a 34% yield). The reactants are Cl[C:2]1[CH:11]=[CH:10][N:9]=[C:8]2[C:3]=1[C:4]1[CH:16]=[CH:15][CH:14]=[CH:13][C:5]=1[C:6](=[O:12])[NH:7]2.[C:17]([C:19]1[CH:24]=[CH:23][C:22]([CH3:25])=[CH:21][CH:20]=1)#[CH:18]. No catalyst specified. The product is [CH3:25][C:22]1[CH:23]=[CH:24][C:19]([C:17]#[C:18][C:2]2[CH:11]=[CH:10][N:9]=[C:8]3[C:3]=2[C:4]2[CH:16]=[CH:15][CH:14]=[CH:13][C:5]=2[C:6](=[O:12])[NH:7]3)=[CH:20][CH:21]=1. The yield is 0.640.